This data is from Full USPTO retrosynthesis dataset with 1.9M reactions from patents (1976-2016). The task is: Predict the reactants needed to synthesize the given product. (1) Given the product [NH2:19][CH:11]([C:7]1[C:3]2[O:4][CH2:5][CH2:6][O:1][C:2]=2[CH:10]=[CH:9][CH:8]=1)[CH2:12][CH2:13][CH2:14][C:15]([O:17][CH3:18])=[O:16], predict the reactants needed to synthesize it. The reactants are: [O:1]1[CH2:6][CH2:5][O:4][C:3]2[C:7]([CH:11]([NH:19]S(C(C)(C)C)=O)[CH2:12][CH2:13][CH2:14][C:15]([O:17][CH3:18])=[O:16])=[CH:8][CH:9]=[CH:10][C:2]1=2.Cl.O1CCOCC1. (2) Given the product [O:4]1[CH2:5][CH2:6][N:1]([CH2:14][CH2:15][CH2:16][CH2:17][CH2:18][CH2:19][C@H:20]2[CH2:37][C@@:35]3([CH3:36])[C@@H:31]([CH2:32][CH2:33][C@@H:34]3[OH:38])[C@@:30]3([CH:39]=[CH2:40])[C@H:21]2[C:22]2[CH:23]=[CH:24][C:25]([OH:41])=[CH:26][C:27]=2[CH2:28][CH2:29]3)[CH2:2][CH2:3]1, predict the reactants needed to synthesize it. The reactants are: [NH:1]1[CH2:6][CH2:5][O:4][CH2:3][CH2:2]1.C(=O)([O-])[O-].[Na+].[Na+].Cl[CH2:14][CH2:15][CH2:16][CH2:17][CH2:18][CH2:19][C@H:20]1[CH2:37][C@@:35]2([CH3:36])[C@@H:31]([CH2:32][CH2:33][C@@H:34]2[OH:38])[C@@:30]2([CH:39]=[CH2:40])[C@H:21]1[C:22]1[CH:23]=[CH:24][C:25]([OH:41])=[CH:26][C:27]=1[CH2:28][CH2:29]2. (3) Given the product [C:1]([C:3]1[C:4]([N:22]2[CH2:23][CH2:24][CH:25]([C:28]([NH:36][S:33]([N:32]([CH3:31])[C:37]3[CH:42]=[CH:41][CH:40]=[CH:39][CH:38]=3)(=[O:35])=[O:34])=[O:29])[CH2:26][CH2:27]2)=[N:5][C:6]([CH2:15][N:16]2[CH2:20][CH2:19][CH2:18][C:17]2=[O:21])=[C:7]([C:9](=[O:14])[CH2:10][CH2:11][CH:12]=[CH2:13])[CH:8]=1)#[N:2], predict the reactants needed to synthesize it. The reactants are: [C:1]([C:3]1[C:4]([N:22]2[CH2:27][CH2:26][CH:25]([C:28](O)=[O:29])[CH2:24][CH2:23]2)=[N:5][C:6]([CH2:15][N:16]2[CH2:20][CH2:19][CH2:18][C:17]2=[O:21])=[C:7]([C:9](=[O:14])[CH2:10][CH2:11][CH:12]=[CH2:13])[CH:8]=1)#[N:2].[CH3:31][N:32]([C:37]1[CH:42]=[CH:41][CH:40]=[CH:39][CH:38]=1)[S:33]([NH2:36])(=[O:35])=[O:34]. (4) Given the product [Br:11][C:6]1[CH:7]=[C:8]([CH2:9][O:10][CH2:15][CH3:16])[C:3]([NH2:2])=[N:4][CH:5]=1, predict the reactants needed to synthesize it. The reactants are: Br.[NH2:2][C:3]1[C:8]([CH2:9][OH:10])=[CH:7][C:6]([Br:11])=[CH:5][N:4]=1.[H-].[Na+].I[CH2:15][CH3:16]. (5) The reactants are: [CH3:1][C:2]1([CH3:15])[C:11]2[C:6](=[CH:7][CH:8]=[C:9]([CH3:12])[CH:10]=2)[C:5]([CH3:14])([CH3:13])[CH2:4][O:3]1.[Br:16]Br. Given the product [Br:16][C:8]1[CH:7]=[C:6]2[C:11](=[CH:10][C:9]=1[CH3:12])[C:2]([CH3:15])([CH3:1])[O:3][CH2:4][C:5]2([CH3:14])[CH3:13], predict the reactants needed to synthesize it. (6) The reactants are: [Cl:1][C:2]1[CH:3]=[CH:4][CH:5]=[C:6]2[C:11]=1[N:10]=[CH:9][N:8]=[C:7]2[C:12]1[CH:17]=[C:16]([O:18]C)[CH:15]=[CH:14][C:13]=1[Cl:20].Cl.N1C=CC=CC=1. Given the product [Cl:20][C:13]1[CH:14]=[CH:15][C:16]([OH:18])=[CH:17][C:12]=1[C:7]1[C:6]2[C:11](=[C:2]([Cl:1])[CH:3]=[CH:4][CH:5]=2)[N:10]=[CH:9][N:8]=1, predict the reactants needed to synthesize it. (7) Given the product [NH2:25][C:26]([C:28]1([N:41]([CH2:20][C:17]2[CH:18]=[C:19]3[C:14](=[CH:15][C:16]=2[O:22][CH3:23])[N:13]=[CH:12][N:11]=[C:10]3[NH:9][C:5]2[CH:6]=[CH:7][CH:8]=[C:3]([Cl:2])[C:4]=2[F:24])[CH3:42])[CH2:29][CH2:30][N:31]([C:34]([O:36][C:37]([CH3:38])([CH3:39])[CH3:40])=[O:35])[CH2:32][CH2:33]1)=[O:27], predict the reactants needed to synthesize it. The reactants are: Cl.[Cl:2][C:3]1[C:4]([F:24])=[C:5]([NH:9][C:10]2[C:19]3[C:14](=[CH:15][C:16]([O:22][CH3:23])=[C:17]([CH2:20]Cl)[CH:18]=3)[N:13]=[CH:12][N:11]=2)[CH:6]=[CH:7][CH:8]=1.[NH2:25][C:26]([C:28]1([NH:41][CH3:42])[CH2:33][CH2:32][N:31]([C:34]([O:36][C:37]([CH3:40])([CH3:39])[CH3:38])=[O:35])[CH2:30][CH2:29]1)=[O:27].CCN(C(C)C)C(C)C. (8) Given the product [Cl:26][C:23]1[CH:24]=[CH:25][C:20]([S:19][C:4]2[C:3]3[C:2]([CH:41]([OH:44])[CH2:42][CH3:43])=[CH:10][C:9]([F:11])=[CH:8][C:7]=3[N:6]3[CH2:12][CH2:13][CH:14]([CH2:15][C:16]([OH:18])=[O:17])[C:5]=23)=[CH:21][CH:22]=1, predict the reactants needed to synthesize it. The reactants are: Br[C:2]1[C:3]2[C:4]([S:19][C:20]3[CH:25]=[CH:24][C:23]([Cl:26])=[CH:22][CH:21]=3)=[C:5]3[CH:14]([CH2:15][C:16]([OH:18])=[O:17])[CH2:13][CH2:12][N:6]3[C:7]=2[CH:8]=[C:9]([F:11])[CH:10]=1.C[Mg+].[Br-].[Li]CCCC.CCCCCC.[CH:41](=[O:44])[CH2:42][CH3:43].